Task: Predict the reactants needed to synthesize the given product.. Dataset: Full USPTO retrosynthesis dataset with 1.9M reactions from patents (1976-2016) Given the product [CH3:51][O:50][C:45]1[CH:46]=[CH:47][CH:48]=[CH:49][C:44]=1[C:42]1[NH:41][C:40]2[C:52]([CH3:54])=[CH:53][C:37]([C:9]3[CH:10]=[C:11]([CH:32]=[CH:33][CH:34]=3)[CH2:12][N:13]([CH2:14][CH2:15][NH:16][CH2:24][C:55]([O:56][C:11]([CH3:32])([CH3:12])[CH3:10])=[O:58])[C:25](=[O:26])[O:27][C:28]([CH3:29])([CH3:30])[CH3:31])=[CH:38][C:39]=2[N:43]=1, predict the reactants needed to synthesize it. The reactants are: CC1(C)C(C)(C)OB([C:9]2[CH:10]=[C:11]([CH:32]=[CH:33][CH:34]=2)[CH2:12][N:13]([C:25]([O:27][C:28]([CH3:31])([CH3:30])[CH3:29])=[O:26])[CH2:14][CH2:15][N:16]([CH3:24])C(=O)OC(C)(C)C)O1.Br[C:37]1[CH:53]=[C:52]([CH3:54])[C:40]2[NH:41][C:42]([C:44]3[CH:49]=[CH:48][CH:47]=[CH:46][C:45]=3[O:50][CH3:51])=[N:43][C:39]=2[CH:38]=1.[C:55](=[O:58])([O-])[O-:56].[Na+].[Na+].